Dataset: Catalyst prediction with 721,799 reactions and 888 catalyst types from USPTO. Task: Predict which catalyst facilitates the given reaction. (1) Reactant: [Cl:1][C:2]1[CH:7]=[CH:6][C:5]([C:8]([F:11])([F:10])[F:9])=[CH:4][C:3]=1[NH:12][S:13]([C:16]1[CH:21]=[CH:20][CH:19]=[CH:18][CH:17]=1)(=[O:15])=[O:14].Br[CH2:23][C:24]([NH:26][C:27]1[CH:28]=[CH:29][C:30]2[S:34][C:33]([CH3:35])=[N:32][C:31]=2[CH:36]=1)=[O:25].C(=O)([O-])[O-].[K+].[K+]. Product: [C:16]1([S:13]([N:12]([C:3]2[CH:4]=[C:5]([C:8]([F:10])([F:11])[F:9])[CH:6]=[CH:7][C:2]=2[Cl:1])[CH2:23][C:24]([NH:26][C:27]2[CH:28]=[CH:29][C:30]3[S:34][C:33]([CH3:35])=[N:32][C:31]=3[CH:36]=2)=[O:25])(=[O:15])=[O:14])[CH:17]=[CH:18][CH:19]=[CH:20][CH:21]=1. The catalyst class is: 10. (2) Reactant: [NH:1]1[CH2:6][CH2:5][CH:4]([NH2:7])[CH2:3][CH2:2]1.[C:8]1([S:14]([OH:17])(=[O:16])=[O:15])[CH:13]=[CH:12][CH:11]=[CH:10][CH:9]=1. Product: [C:8]1([S:14]([OH:17])(=[O:16])=[O:15])[CH:13]=[CH:12][CH:11]=[CH:10][CH:9]=1.[NH:1]1[CH2:6][CH2:5][CH:4]([NH2:7])[CH2:3][CH2:2]1. The catalyst class is: 8. (3) Reactant: C(OC([N:8]1[C:13]2[CH:14]=[C:15]([O:19][CH3:20])[C:16]([Cl:18])=[CH:17][C:12]=2[O:11][CH:10]([C:21]([N:23]2[CH2:28][CH2:27][C:26]([C:37]#[N:38])([CH2:29][C:30]3[CH:35]=[CH:34][C:33]([F:36])=[CH:32][CH:31]=3)[CH2:25][CH2:24]2)=[O:22])[CH2:9]1)=O)(C)(C)C.FC(F)(F)C(O)=O. Product: [Cl:18][C:16]1[C:15]([O:19][CH3:20])=[CH:14][C:13]2[NH:8][CH2:9][CH:10]([C:21]([N:23]3[CH2:28][CH2:27][C:26]([CH2:29][C:30]4[CH:31]=[CH:32][C:33]([F:36])=[CH:34][CH:35]=4)([C:37]#[N:38])[CH2:25][CH2:24]3)=[O:22])[O:11][C:12]=2[CH:17]=1. The catalyst class is: 2. (4) Reactant: [H-].[Al+3].[Li+].[H-].[H-].[H-].[N:7]([CH2:10][C:11]1[CH:19]=[CH:18][CH:17]=[C:16]2[C:12]=1[CH:13]=[N:14][N:15]2[CH:20]1[CH2:25][CH2:24][CH2:23][CH2:22][O:21]1)=[N+]=[N-]. Product: [NH2:7][CH2:10][C:11]1[CH:19]=[CH:18][CH:17]=[C:16]2[C:12]=1[CH:13]=[N:14][N:15]2[CH:20]1[CH2:25][CH2:24][CH2:23][CH2:22][O:21]1. The catalyst class is: 7. (5) Reactant: [H-].[Na+].O1CCC[CH2:4]1.[CH3:8][C@H:9]1[CH2:14][N:13]([CH2:15][C:16]2[CH:21]=[CH:20][C:19]([F:22])=[CH:18][CH:17]=2)[C@H:12]([CH3:23])[CH2:11][N:10]1[C@H:24]([C:32]1[CH:44]=[CH:43][C:35]([C:36]([N:38]([CH2:41][CH3:42])[CH2:39][CH3:40])=[O:37])=[CH:34][CH:33]=1)[C:25]1[CH:30]=[CH:29][CH:28]=[C:27]([OH:31])[CH:26]=1.CI. Product: [CH3:8][C@H:9]1[CH2:14][N:13]([CH2:15][C:16]2[CH:17]=[CH:18][C:19]([F:22])=[CH:20][CH:21]=2)[C@H:12]([CH3:23])[CH2:11][N:10]1[C@H:24]([C:32]1[CH:33]=[CH:34][C:35]([C:36]([N:38]([CH2:41][CH3:42])[CH2:39][CH3:40])=[O:37])=[CH:43][CH:44]=1)[C:25]1[CH:30]=[CH:29][CH:28]=[C:27]([O:31][CH3:4])[CH:26]=1. The catalyst class is: 605. (6) Reactant: CN(C(ON1N=NC2C=CC=NC1=2)=[N+](C)C)C.F[P-](F)(F)(F)(F)F.[F:25][C:26]1[C:34]([F:35])=[CH:33][C:29]([C:30]([OH:32])=O)=[C:28]([N+:36]([O-:38])=[O:37])[CH:27]=1.Cl.[NH2:40][C@@H:41]([CH:46]1[CH2:51][CH2:50][CH2:49][CH2:48][CH2:47]1)[C:42]([O:44][CH3:45])=[O:43].C(N(C(C)C)CC)(C)C. Product: [CH:46]1([C@H:41]([NH:40][C:30]([C:29]2[CH:33]=[C:34]([F:35])[C:26]([F:25])=[CH:27][C:28]=2[N+:36]([O-:38])=[O:37])=[O:32])[C:42]([O:44][CH3:45])=[O:43])[CH2:51][CH2:50][CH2:49][CH2:48][CH2:47]1. The catalyst class is: 39. (7) Reactant: [NH2:1][C:2]1[CH:7]=[CH:6][CH:5]=[CH:4][C:3]=1[CH2:8][OH:9].C(N(CC)C(C)C)(C)C.[C:19](O[C:19]([O:21][C:22]([CH3:25])([CH3:24])[CH3:23])=[O:20])([O:21][C:22]([CH3:25])([CH3:24])[CH3:23])=[O:20]. Product: [C:22]([O:21][C:19](=[O:20])[NH:1][C:2]1[CH:7]=[CH:6][CH:5]=[CH:4][C:3]=1[CH2:8][OH:9])([CH3:25])([CH3:24])[CH3:23]. The catalyst class is: 2.